This data is from Cav3 T-type calcium channel HTS with 100,875 compounds. The task is: Binary Classification. Given a drug SMILES string, predict its activity (active/inactive) in a high-throughput screening assay against a specified biological target. (1) The compound is Clc1c(NC(=O)c2c(OC(C(=O)Nc3ccc(OCC)cc3)C)cccc2)cccc1Cl. The result is 0 (inactive). (2) The compound is OC(=O)c1c2CCCc2nc2c1cc(cc2)C. The result is 0 (inactive). (3) The molecule is OC(=O)C1C(CC(=C(C1)C)C)C(=O)Nc1ccc(OCC)cc1. The result is 0 (inactive).